Dataset: Catalyst prediction with 721,799 reactions and 888 catalyst types from USPTO. Task: Predict which catalyst facilitates the given reaction. Reactant: [Cl:1][C:2]1[CH:10]=[C:9]([C:11]#[C:12][Si](C)(C)C)[C:5]2[O:6][CH2:7][O:8][C:4]=2[C:3]=1[NH2:17].C(=O)([O-])[O-].[K+].[K+]. Product: [Cl:1][C:2]1[CH:10]=[C:9]([C:11]#[CH:12])[C:5]2[O:6][CH2:7][O:8][C:4]=2[C:3]=1[NH2:17]. The catalyst class is: 24.